Dataset: Forward reaction prediction with 1.9M reactions from USPTO patents (1976-2016). Task: Predict the product of the given reaction. (1) The product is: [Br:1][C:2]1[C:3]([CH:12]([O:17][C:3]([CH3:12])([CH3:4])[CH3:2])[C:13]([O:15][CH3:16])=[O:14])=[C:4]([C:8]([F:9])([F:11])[F:10])[S:5][C:6]=1[Cl:7]. Given the reactants [Br:1][C:2]1[C:3]([CH:12]([OH:17])[C:13]([O:15][CH3:16])=[O:14])=[C:4]([C:8]([F:11])([F:10])[F:9])[S:5][C:6]=1[Cl:7].S(=O)(=O)(O)O, predict the reaction product. (2) Given the reactants C(OC([NH:8][C:9]1[C:17]([O:18][CH3:19])=[N:16][CH:15]=[CH:14][C:10]=1[C:11]([OH:13])=[O:12])=O)(C)(C)C, predict the reaction product. The product is: [NH2:8][C:9]1[C:17]([O:18][CH3:19])=[N:16][CH:15]=[CH:14][C:10]=1[C:11]([OH:13])=[O:12].